Dataset: Forward reaction prediction with 1.9M reactions from USPTO patents (1976-2016). Task: Predict the product of the given reaction. (1) Given the reactants [C:1](=O)([O-])[O-].[Cs+].[Cs+].IC.[O:9]=[C:10]1[CH:24]([CH2:25][C:26]([O:28][C:29]([CH3:32])([CH3:31])[CH3:30])=[O:27])[C:23]2[N:22]=[CH:21][N:14]3[CH2:15][C:16](=[O:20])[CH2:17][CH2:18][NH:19][C:12]([C:13]=23)=[CH:11]1, predict the reaction product. The product is: [CH3:1][CH:15]1[N:14]2[CH:21]=[N:22][C:23]3[CH:24]([CH2:25][C:26]([O:28][C:29]([CH3:32])([CH3:31])[CH3:30])=[O:27])[C:10](=[O:9])[CH:11]=[C:12]([C:13]=32)[NH:19][CH2:18][CH2:17][C:16]1=[O:20]. (2) The product is: [CH3:7][O:8][C:9]1[CH:14]=[CH:13][CH:12]=[C:11]([N+:22]([O-:23])=[O:21])[C:10]=1[OH:15]. Given the reactants COCCOC.[CH3:7][O:8][C:9]1[CH:14]=[CH:13][CH:12]=[CH:11][C:10]=1[OH:15].F[B-](F)(F)F.[O:21]=[N+:22]=[O:23].C(OCC)(=O)C, predict the reaction product. (3) Given the reactants [C:1]1([C:26]2[CH:31]=[CH:30][CH:29]=[CH:28][CH:27]=2)[CH:6]=[CH:5][C:4]([C:7]([N:9]2[CH2:14][CH2:13][CH:12]([C:15]3[NH:19][C:18]4[CH:20]=[CH:21][C:22]([O:24]C)=[CH:23][C:17]=4[N:16]=3)[CH2:11][CH2:10]2)=[O:8])=[CH:3][CH:2]=1, predict the reaction product. The product is: [C:1]1([C:26]2[CH:31]=[CH:30][CH:29]=[CH:28][CH:27]=2)[CH:2]=[CH:3][C:4]([C:7]([N:9]2[CH2:14][CH2:13][CH:12]([C:15]3[NH:19][C:18]4[CH:20]=[CH:21][C:22]([OH:24])=[CH:23][C:17]=4[N:16]=3)[CH2:11][CH2:10]2)=[O:8])=[CH:5][CH:6]=1. (4) Given the reactants [CH3:1][O:2][C:3]1[CH:4]=[C:5]2[C:10](=[CH:11][C:12]=1[O:13][CH3:14])[N:9]=[CH:8][N:7]=[C:6]2[O:15][C:16]1[CH:22]=[CH:21][C:19]([NH2:20])=[CH:18][CH:17]=1.C(N(CC)CC)C.[C:30](Cl)(Cl)=[S:31].[N:34]1([C:39]([CH2:41][CH2:42][CH2:43][NH2:44])=[O:40])[CH:38]=[CH:37][N:36]=[CH:35]1, predict the reaction product. The product is: [CH3:1][O:2][C:3]1[CH:4]=[C:5]2[C:10](=[CH:11][C:12]=1[O:13][CH3:14])[N:9]=[CH:8][N:7]=[C:6]2[O:15][C:16]1[CH:22]=[CH:21][C:19]([NH:20][C:30]([NH:44][CH2:43][CH2:42][CH2:41][C:39]([N:34]2[CH:38]=[CH:37][N:36]=[CH:35]2)=[O:40])=[S:31])=[CH:18][CH:17]=1. (5) Given the reactants C(OC([N:8]1[CH2:12][C@H:11]([O:13][C:14]([N:16]2[CH2:24][C:23]3[C:18](=[CH:19][CH:20]=[CH:21][C:22]=3[Cl:25])[CH2:17]2)=[O:15])[CH2:10][C@H:9]1[C:26]([OH:28])=O)=O)(C)(C)C.Cl.[NH2:30][C@:31]1([C:37]([NH:39][S:40]([CH:43]2[CH2:45][CH2:44]2)(=[O:42])=[O:41])=[O:38])[CH2:33][C@H:32]1[CH:34]1[CH2:36][CH2:35]1.CN(C(ON1N=NC2C=CC=NC1=2)=[N+](C)C)C.F[P-](F)(F)(F)(F)F.CCN(C(C)C)C(C)C, predict the reaction product. The product is: [ClH:25].[CH:43]1([S:40]([NH:39][C:37]([C@@:31]2([NH:30][C:26]([C@H:9]3[NH:8][CH2:12][C@H:11]([O:13][C:14]([N:16]4[CH2:24][C:23]5[C:18](=[CH:19][CH:20]=[CH:21][C:22]=5[Cl:25])[CH2:17]4)=[O:15])[CH2:10]3)=[O:28])[CH2:33][C@H:32]2[CH:34]2[CH2:36][CH2:35]2)=[O:38])(=[O:42])=[O:41])[CH2:45][CH2:44]1. (6) The product is: [Cl:34][C:35]1[CH:43]=[CH:42][CH:41]=[C:40]([Cl:44])[C:36]=1[C:37]([NH:20][C@H:19]([C:21]([OH:23])=[O:22])[CH2:18][C:17]1[CH:25]=[CH:26][C:14]([CH2:13][CH2:12][CH2:11][C:9]2[CH:8]=[CH:7][CH:6]=[C:5]([NH:4][CH3:3])[N:10]=2)=[CH:15][CH:16]=1)=[O:38]. Given the reactants Cl.Cl.[CH3:3][NH:4][C:5]1[N:10]=[C:9]([CH2:11][CH2:12][CH2:13][C:14]2[CH:26]=[CH:25][C:17]([CH2:18][C@@H:19]([C:21]([O:23]C)=[O:22])[NH2:20])=[CH:16][CH:15]=2)[CH:8]=[CH:7][CH:6]=1.CN1CCOCC1.[Cl:34][C:35]1[CH:43]=[CH:42][CH:41]=[C:40]([Cl:44])[C:36]=1[C:37](O)=[O:38].CN(C(ON1N=NC2C=CC=CC1=2)=[N+](C)C)C.[B-](F)(F)(F)F.[Li+].[OH-], predict the reaction product. (7) Given the reactants [Br:1][C:2]1[CH:3]=[C:4]([C:12]([CH3:15])([CH3:14])[CH3:13])[C:5]([OH:11])=[C:6]([CH:10]=1)[C:7]([OH:9])=O.[C:16]([C:18]1[CH:24]=[CH:23][C:21]([NH2:22])=[CH:20][CH:19]=1)#[N:17], predict the reaction product. The product is: [Br:1][C:2]1[CH:3]=[C:4]([C:12]([CH3:15])([CH3:14])[CH3:13])[C:5]([OH:11])=[C:6]([CH:10]=1)[C:7]([NH:22][C:21]1[CH:23]=[CH:24][C:18]([C:16]#[N:17])=[CH:19][CH:20]=1)=[O:9].